Dataset: Full USPTO retrosynthesis dataset with 1.9M reactions from patents (1976-2016). Task: Predict the reactants needed to synthesize the given product. (1) Given the product [CH2:50]([C:43]1[CH:44]=[CH:45][CH:46]=[C:47]([CH2:48][CH3:49])[C:42]=1[NH:41][C:38]([C:36]1[N:37]=[C:32]([C:7]2[C:8]3[C:13](=[CH:12][CH:11]=[CH:10][CH:9]=3)[CH:14]=[CH:15][C:6]=2[CH2:5][NH:4][C:3]2[C:2]([CH3:1])=[CH:28][C:27]([CH3:29])=[CH:26][C:25]=2[CH3:30])[CH:33]=[CH:34][CH:35]=1)([CH3:40])[CH3:39])[CH3:51], predict the reactants needed to synthesize it. The reactants are: [CH3:1][C:2]1[CH:28]=[C:27]([CH3:29])[CH:26]=[C:25]([CH3:30])[C:3]=1[NH:4][CH2:5][C:6]1[CH:15]=[CH:14][C:13]2[C:8](=[CH:9][CH:10]=[CH:11][CH:12]=2)[C:7]=1B1OC(C)(C)C(C)(C)O1.Br[C:32]1[N:37]=[C:36]([C:38]([NH:41][C:42]2[C:47]([CH2:48][CH3:49])=[CH:46][CH:45]=[CH:44][C:43]=2[CH2:50][CH3:51])([CH3:40])[CH3:39])[CH:35]=[CH:34][CH:33]=1.C([O-])([O-])=O.[Na+].[Na+].O. (2) Given the product [CH3:31][O:32][C:33]([C:35]1[CH:40]=[N:39][C:38]([NH:41][CH:42]2[CH2:47][CH2:46][N:45]([CH2:57][C:55]3[CH:54]=[C:53]([O:59][CH2:60][CH3:61])[C:52]([C:62]4[CH:67]=[CH:66][C:65]([F:68])=[CH:64][CH:63]=4)=[C:51]([O:50][CH2:48][CH3:49])[CH:56]=3)[CH2:44][CH2:43]2)=[CH:37][N:36]=1)=[O:34], predict the reactants needed to synthesize it. The reactants are: ClC1C=CC(CN2CCC(NC3C=C(NC(=O)C)C=CC=3)CC2)=CC=1OCC.Cl.Cl.[CH3:31][O:32][C:33]([C:35]1[CH:40]=[N:39][C:38]([NH:41][CH:42]2[CH2:47][CH2:46][NH:45][CH2:44][CH2:43]2)=[CH:37][N:36]=1)=[O:34].[CH2:48]([O:50][C:51]1[CH:56]=[C:55]([CH:57]=O)[CH:54]=[C:53]([O:59][CH2:60][CH3:61])[C:52]=1[C:62]1[CH:67]=[CH:66][C:65]([F:68])=[CH:64][CH:63]=1)[CH3:49].